Predict the product of the given reaction. From a dataset of Forward reaction prediction with 1.9M reactions from USPTO patents (1976-2016). (1) Given the reactants C(OC([N:8]1[CH2:14][CH2:13][C:12]2[C:15]([S:20]C(=O)N(C)C)=[C:16]([Cl:19])[CH:17]=[CH:18][C:11]=2[CH2:10][CH2:9]1)=O)(C)(C)C.Br[CH:27]([C:29]1[CH:36]=[CH:35][CH:34]=[CH:33][C:30]=1[C:31]#[N:32])[CH3:28], predict the reaction product. The product is: [ClH:19].[Cl:19][C:16]1[CH:17]=[CH:18][C:11]2[CH2:10][CH2:9][NH:8][CH2:14][CH2:13][C:12]=2[C:15]=1[S:20][CH:27]([C:29]1[CH:36]=[CH:35][CH:34]=[CH:33][C:30]=1[C:31]#[N:32])[CH3:28]. (2) Given the reactants [NH2:1][CH:2]1[CH2:11][C:10]2[C:5](=[CH:6][CH:7]=[C:8]([C:12]3[CH:17]=[CH:16][CH:15]=[CH:14][CH:13]=3)[N:9]=2)[N:4]([CH2:18][C:19]2[CH:24]=[CH:23][CH:22]=[CH:21][CH:20]=2)[C:3]1=[O:25].CCN(C(C)C)C(C)C.[C:35]1([S:41](Cl)(=[O:43])=[O:42])[CH:40]=[CH:39][CH:38]=[CH:37][CH:36]=1, predict the reaction product. The product is: [CH2:18]([N:4]1[C:5]2[C:10](=[N:9][C:8]([C:12]3[CH:17]=[CH:16][CH:15]=[CH:14][CH:13]=3)=[CH:7][CH:6]=2)[CH2:11][CH:2]([NH:1][S:41]([C:35]2[CH:40]=[CH:39][CH:38]=[CH:37][CH:36]=2)(=[O:43])=[O:42])[C:3]1=[O:25])[C:19]1[CH:24]=[CH:23][CH:22]=[CH:21][CH:20]=1. (3) Given the reactants [CH2:1]([CH2:8][NH2:9])[C:2]1[CH:7]=[CH:6][CH:5]=[CH:4][CH:3]=1.C(N(CC)CC)C.[Br:17][C:18]([CH2:20]Br)=[CH2:19], predict the reaction product. The product is: [Br:17][C:18]([CH2:20][NH:9][CH2:8][CH2:1][C:2]1[CH:7]=[CH:6][CH:5]=[CH:4][CH:3]=1)=[CH2:19]. (4) Given the reactants [O-]S(C(F)(F)F)(=O)=O.BrC1C=C2C(=CC=1)C=C(O)C=C2.FC(F)(F)S(OS(C(F)(F)F)(=O)=O)(=O)=O.BrC1C=C2C(=CC=1)C=C(OS(C(F)(F)F)(=O)=O)C=C2.[Br:55][C:56]1[CH:65]=[CH:64][C:63]2[C:58](=[CH:59][CH:60]=[C:61]([CH:66]=[CH2:67])[CH:62]=2)[CH:57]=1.[CH3:68][CH:69]1[CH2:73][CH2:72][CH2:71][NH:70]1.C([Li])CCC, predict the reaction product. The product is: [Br:55][C:56]1[CH:57]=[C:58]2[C:63](=[CH:64][CH:65]=1)[CH:62]=[C:61]([CH2:66][CH2:67][N:70]1[CH2:71][CH2:72][CH2:73][CH:69]1[CH3:68])[CH:60]=[CH:59]2.